Dataset: Catalyst prediction with 721,799 reactions and 888 catalyst types from USPTO. Task: Predict which catalyst facilitates the given reaction. Reactant: [CH2:1]=[CH:2][C:3]1[CH2:23][S:22][C@@H:6]2[C@H:7]([NH:10][C:11](/[C:13](/[C:16]3[N:20]=[C:19]([NH2:21])[S:18][CH:17]=3)=[N:14]\[OH:15])=[O:12])[C:8](=[O:9])[N:5]2[C:4]=1[C:24]([OH:26])=[O:25].C([O-])(=[O:29])C.[K+:31]. Product: [OH2:9].[OH2:29].[NH2:21][C:19]1[S:18][CH:17]=[C:16](/[C:13](=[N:14]/[OH:15])/[C:11]([NH:10][CH:7]2[C:8](=[O:9])[N:5]3[C:4]([C:24]([O-:26])=[O:25])=[C:3]([CH:2]=[CH2:1])[CH2:23][S:22][C@H:6]23)=[O:12])[N:20]=1.[K+:31]. The catalyst class is: 283.